Dataset: Reaction yield outcomes from USPTO patents with 853,638 reactions. Task: Predict the reaction yield, written as a fraction of the theoretical maximum amount of product (1.0 means a 100% yield; for example, 0.34 means a 34% yield). (1) The reactants are [O:1]1[CH:5]=[CH:4][CH:3]=[C:2]1[C:6](Cl)=[O:7].[CH2:9]([N:16]1[C:25]2[C:20](=[CH:21][C:22]([F:26])=[CH:23][CH:24]=2)[C:19]([N:27]2[CH2:32][CH2:31][NH:30][CH2:29][CH2:28]2)=[C:18]([C:33]#[N:34])[C:17]1=[O:35])[C:10]1[CH:15]=[CH:14][CH:13]=[CH:12][CH:11]=1. The catalyst is N1C=CC=CC=1. The product is [CH2:9]([N:16]1[C:25]2[C:20](=[CH:21][C:22]([F:26])=[CH:23][CH:24]=2)[C:19]([N:27]2[CH2:32][CH2:31][N:30]([C:6]([C:2]3[O:1][CH:5]=[CH:4][CH:3]=3)=[O:7])[CH2:29][CH2:28]2)=[C:18]([C:33]#[N:34])[C:17]1=[O:35])[C:10]1[CH:15]=[CH:14][CH:13]=[CH:12][CH:11]=1. The yield is 0.730. (2) The reactants are [Cl:1][C:2]1[CH:35]=[CH:34][C:5]([CH2:6][NH:7][C:8]([C:10]2[S:11](=[O:33])(=[O:32])[N:12]([CH3:31])[C:13]3[CH:20]=[CH:19][C:18]([C:21]#[C:22][CH2:23][O:24]C4CCCCO4)=[CH:17][C:14]=3[C:15]=2[OH:16])=[O:9])=[CH:4][CH:3]=1.CC1C=CC(S(O)(=O)=O)=CC=1.O. The catalyst is CO. The product is [Cl:1][C:2]1[CH:3]=[CH:4][C:5]([CH2:6][NH:7][C:8]([C:10]2[S:11](=[O:33])(=[O:32])[N:12]([CH3:31])[C:13]3[CH:20]=[CH:19][C:18]([C:21]#[C:22][CH2:23][OH:24])=[CH:17][C:14]=3[C:15]=2[OH:16])=[O:9])=[CH:34][CH:35]=1. The yield is 0.610. (3) The reactants are [Cl:1][C:2]1[CH:7]=[C:6](Cl)[CH:5]=[CH:4][N:3]=1.C(=O)([O-])[O-].[K+].[K+].[NH2:15][C:16]1[CH:21]=[CH:20][C:19]([SH:22])=[CH:18][CH:17]=1.O. The catalyst is CN(C)C=O. The product is [Cl:1][C:2]1[CH:7]=[C:6]([S:22][C:19]2[CH:20]=[CH:21][C:16]([NH2:15])=[CH:17][CH:18]=2)[CH:5]=[CH:4][N:3]=1. The yield is 0.560. (4) The reactants are Cl.[C:2]1([C@@H:14]2[CH2:18][CH2:17][C@H:16]([NH2:19])[CH2:15]2)[N:6]2[C:7]3[CH:13]=[CH:12][NH:11][C:8]=3[N:9]=[CH:10][C:5]2=[N:4][N:3]=1.Cl[C:21]1[CH:28]=[CH:27][C:24]([C:25]#[N:26])=[CH:23][N:22]=1. The catalyst is CCO. The product is [C:2]1([C@@H:14]2[CH2:18][CH2:17][C@H:16]([NH:19][C:21]3[CH:28]=[CH:27][C:24]([C:25]#[N:26])=[CH:23][N:22]=3)[CH2:15]2)[N:6]2[C:7]3[CH:13]=[CH:12][NH:11][C:8]=3[N:9]=[CH:10][C:5]2=[N:4][N:3]=1. The yield is 0.250. (5) The catalyst is CO.[OH-].[Na+].O.CN(C=O)C. The reactants are [Cl:1][C:2]1[CH:3]=[C:4]([CH:16]=[CH:17][C:18]=1[Cl:19])[CH2:5][C:6]1[O:10][N:9]=[C:8]([C:11]([O:13]CC)=O)[N:7]=1.Cl.[Cl:21][C:22]1[CH:23]=[C:24]2[C:28](=[CH:29][CH:30]=1)[NH:27][CH:26]=[C:25]2[CH2:31][CH2:32][NH2:33].CN(C(ON1N=NC2C=CC=NC1=2)=[N+](C)C)C.F[P-](F)(F)(F)(F)F.C(N(CC)C(C)C)(C)C. The yield is 0.320. The product is [Cl:21][C:22]1[CH:23]=[C:24]2[C:28](=[CH:29][CH:30]=1)[NH:27][CH:26]=[C:25]2[CH2:31][CH2:32][NH:33][C:11]([C:8]1[N:7]=[C:6]([CH2:5][C:4]2[CH:16]=[CH:17][C:18]([Cl:19])=[C:2]([Cl:1])[CH:3]=2)[O:10][N:9]=1)=[O:13]. (6) The reactants are CN[C:3]([C:5]1[CH:10]=[C:9]([O:11][C:12]2[CH:17]=[CH:16][CH:15]=[C:14]([NH2:18])[CH:13]=2)[CH:8]=[CH:7][N:6]=1)=[O:4].[OH-:19].[K+]. The catalyst is CCO.O. The product is [NH2:18][C:14]1[CH:13]=[C:12]([CH:17]=[CH:16][CH:15]=1)[O:11][C:9]1[CH:8]=[CH:7][N:6]=[C:5]([C:3]([OH:4])=[O:19])[CH:10]=1. The yield is 0.980. (7) The yield is 0.550. The product is [CH3:24][C:21]1[CH:22]=[CH:23][C:18]([O:17][C:11]2[C:10]3[C:15](=[CH:16][C:7]([O:6][CH2:5][CH2:4][CH2:3][CH2:2][N:35]4[CH2:40][CH2:39][O:38][CH2:37][CH2:36]4)=[C:8]([O:33][CH3:34])[CH:9]=3)[N:14]=[CH:13][CH:12]=2)=[C:19]([C:25]([C:27]2[CH:32]=[CH:31][CH:30]=[CH:29][CH:28]=2)=[O:26])[CH:20]=1. The reactants are Cl[CH2:2][CH2:3][CH2:4][CH2:5][O:6][C:7]1[CH:16]=[C:15]2[C:10]([C:11]([O:17][C:18]3[CH:23]=[CH:22][C:21]([CH3:24])=[CH:20][C:19]=3[C:25]([C:27]3[CH:32]=[CH:31][CH:30]=[CH:29][CH:28]=3)=[O:26])=[CH:12][CH:13]=[N:14]2)=[CH:9][C:8]=1[O:33][CH3:34].[NH:35]1[CH2:40][CH2:39][O:38][CH2:37][CH2:36]1.C(=O)([O-])[O-].[K+].[K+].O. The catalyst is CN(C)C=O. (8) The reactants are [I:1][C:2]1[CH:3]=[C:4]([CH:7]=[CH:8][C:9]=1[O:10][CH:11]([CH3:13])[CH3:12])[C:5]#[N:6].Cl.[NH2:15][OH:16].CCN(C(C)C)C(C)C. The catalyst is CCO. The product is [OH:16][NH:15][C:5](=[NH:6])[C:4]1[CH:7]=[CH:8][C:9]([O:10][CH:11]([CH3:12])[CH3:13])=[C:2]([I:1])[CH:3]=1. The yield is 0.950. (9) The reactants are [Cl:1][C:2]1[CH:3]=[C:4]([NH:9][C:10]2[N:15]=[C:14]([NH:16][CH3:17])[N:13]=[C:12](Cl)[N:11]=2)[CH:5]=[C:6]([Cl:8])[CH:7]=1.[NH2:19][C:20]1[CH:25]=[CH:24][C:23]([OH:26])=[CH:22][CH:21]=1.C(Cl)Cl.[K+].[Br-]. No catalyst specified. The product is [Cl:1][C:2]1[CH:3]=[C:4]([NH:9][C:10]2[N:15]=[C:14]([NH:16][CH3:17])[N:13]=[C:12]([NH:19][C:20]3[CH:25]=[CH:24][C:23]([OH:26])=[CH:22][CH:21]=3)[N:11]=2)[CH:5]=[C:6]([Cl:8])[CH:7]=1. The yield is 0.740. (10) The reactants are Cl.[CH3:2][CH:3]([CH2:8][N:9]1[CH2:14][CH2:13][CH2:12][CH2:11][CH2:10]1)[CH2:4][C:5]([OH:7])=[O:6].C(Cl)(=O)C(Cl)=O.C(OC([N:28]1[C:32]([NH2:33])=[CH:31][C:30]([C:34]2[CH:35]=[N:36][C:37]([O:40][CH3:41])=[CH:38][CH:39]=2)=[N:29]1)=O)(C)(C)C.Cl. The catalyst is CC#N.CN(C=O)C. The product is [CH:5]([OH:7])=[O:6].[CH3:41][O:40][C:37]1[N:36]=[CH:35][C:34]([C:30]2[CH:31]=[C:32]([NH:33][C:5](=[O:7])[CH2:4][CH:3]([CH3:2])[CH2:8][N:9]3[CH2:14][CH2:13][CH2:12][CH2:11][CH2:10]3)[NH:28][N:29]=2)=[CH:39][CH:38]=1. The yield is 0.500.